Dataset: Peptide-MHC class I binding affinity with 185,985 pairs from IEDB/IMGT. Task: Regression. Given a peptide amino acid sequence and an MHC pseudo amino acid sequence, predict their binding affinity value. This is MHC class I binding data. (1) The peptide sequence is RVFYYFPL. The binding affinity (normalized) is 0.192. The MHC is H-2-Db with pseudo-sequence H-2-Db. (2) The peptide sequence is GMAEDLQSL. The MHC is HLA-A30:01 with pseudo-sequence HLA-A30:01. The binding affinity (normalized) is 0.0847. (3) The peptide sequence is EAMNHHLKNQI. The MHC is Mamu-A02 with pseudo-sequence Mamu-A02. The binding affinity (normalized) is 0.